From a dataset of Retrosynthesis with 50K atom-mapped reactions and 10 reaction types from USPTO. Predict the reactants needed to synthesize the given product. (1) Given the product CC(C)(C)c1ccccc1N1CCN(C(=O)c2ccc(OCC3CCN(C(=O)C(=O)O)CC3)cc2)CC1, predict the reactants needed to synthesize it. The reactants are: COC(=O)C(=O)N1CCC(COc2ccc(C(=O)N3CCN(c4ccccc4C(C)(C)C)CC3)cc2)CC1. (2) Given the product CC(=O)Oc1cccc(C(=O)NCC(=O)N2CCN(c3ccc([N+](=O)[O-])cc3)CC2)c1, predict the reactants needed to synthesize it. The reactants are: CC(=O)Oc1cccc(C(=O)NCC(=O)O)c1.O=[N+]([O-])c1ccc(N2CCNCC2)cc1. (3) Given the product O=C(O)c1ccc(NS(=O)(=O)c2cccc(-c3ccccc3O)c2)cc1O, predict the reactants needed to synthesize it. The reactants are: COC(=O)c1ccc(NS(=O)(=O)c2cccc(-c3ccccc3O)c2)cc1O. (4) Given the product CCOC(=O)c1cnn2c(Nc3ccc4[nH]ccc4c3)c(C(=O)N3CCC(c4ccccc4)CC3)cnc12, predict the reactants needed to synthesize it. The reactants are: CCOC(=O)c1cnn2c(Cl)c(C(=O)N3CCC(c4ccccc4)CC3)cnc12.Nc1ccc2[nH]ccc2c1. (5) Given the product CCOC(=O)c1cc(CCC=O)[nH]n1, predict the reactants needed to synthesize it. The reactants are: CCOC(=O)c1cc(CCCO)[nH]n1.